Dataset: Reaction yield outcomes from USPTO patents with 853,638 reactions. Task: Predict the reaction yield, written as a fraction of the theoretical maximum amount of product (1.0 means a 100% yield; for example, 0.34 means a 34% yield). (1) The reactants are I[CH:2]1[CH:8]2[CH2:9][CH:5]([C:6](=[O:10])[O:7]2)[CH2:4][CH2:3]1.N12CCCN=C1CCCCC2. The catalyst is C1C=CC=CC=1. The product is [CH:5]12[CH2:9][CH:8]([O:7][C:6]1=[O:10])[CH:2]=[CH:3][CH2:4]2. The yield is 0.660. (2) The reactants are [CH2:1]([OH:5])[CH:2]([CH3:4])[CH3:3].[H-].[Na+].Cl[C:9]1[CH:10]=[CH:11][C:12]2[CH2:13][N:14]([C:20]([O:22][C:23]([CH3:26])([CH3:25])[CH3:24])=[O:21])[CH2:15][CH2:16][O:17][C:18]=2[N:19]=1.O. The catalyst is C1(C)C=CC=CC=1.C1C=CC(/C=C/C(/C=C/C2C=CC=CC=2)=O)=CC=1.C1C=CC(/C=C/C(/C=C/C2C=CC=CC=2)=O)=CC=1.C1C=CC(/C=C/C(/C=C/C2C=CC=CC=2)=O)=CC=1.[Pd].[Pd].C1C=CC(P(C2C(C3C(P(C4C=CC=CC=4)C4C=CC=CC=4)=CC=C4C=3C=CC=C4)=C3C(C=CC=C3)=CC=2)C2C=CC=CC=2)=CC=1. The product is [CH2:1]([O:5][C:9]1[CH:10]=[CH:11][C:12]2[CH2:13][N:14]([C:20]([O:22][C:23]([CH3:26])([CH3:25])[CH3:24])=[O:21])[CH2:15][CH2:16][O:17][C:18]=2[N:19]=1)[CH:2]([CH3:4])[CH3:3]. The yield is 0.580. (3) The reactants are [CH3:1][C@H:2]1[C@@H:6]([C:7]2[CH:12]=[CH:11][CH:10]=[CH:9][CH:8]=2)OC(=O)[NH:3]1.O1CCNC1=O.C[C@H](N)CC1C=CC=CC=1.[OH:30][C:31]([C@@H:33]([C@H:35]([C@@H:37]([C@@H:39]([C:41]([OH:43])=[O:42])[OH:40])[OH:38])[OH:36])[OH:34])=[O:32]. The catalyst is [Pd].O.C(O)CCC. The product is [CH3:1][C@H:2]([NH2:3])[CH2:6][C:7]1[CH:8]=[CH:9][CH:10]=[CH:11][CH:12]=1.[CH:37]([OH:38])([CH:39]([OH:40])[C:41]([OH:43])=[O:42])[CH:35]([OH:36])[CH:33]([OH:34])[C:31]([OH:32])=[O:30]. The yield is 0.850. (4) The yield is 0.940. The product is [OH:1][C:2]1([C:15]2[CH:16]=[CH:17][C:18]([OH:21])=[CH:19][CH:20]=2)[CH2:7][CH2:6][CH2:5][CH2:4][CH:3]1[NH:8][S:9]([CH:12]([CH3:14])[CH3:13])(=[O:11])=[O:10]. The catalyst is [Pd].C(OCC)(=O)C. The reactants are [OH:1][C:2]1([C:15]2[CH:20]=[CH:19][C:18]([O:21]CC3C=CC=CC=3)=[CH:17][CH:16]=2)[CH2:7][CH2:6][CH2:5][CH2:4][CH:3]1[NH:8][S:9]([CH:12]([CH3:14])[CH3:13])(=[O:11])=[O:10]. (5) The reactants are [Cl:1][C:2]1[CH:7]=[C:6]([F:8])[C:5]([N+:9]([O-])=O)=[CH:4][C:3]=1[CH2:12][C:13]([O:15][CH2:16][CH3:17])=[O:14]. The catalyst is C(O)C.[Ni]. The product is [NH2:9][C:5]1[C:6]([F:8])=[CH:7][C:2]([Cl:1])=[C:3]([CH2:12][C:13]([O:15][CH2:16][CH3:17])=[O:14])[CH:4]=1. The yield is 0.950. (6) The reactants are Br[C:2]1[CH:20]=[CH:19][C:5]([C:6]([NH:8][CH:9]2[C:14]([CH3:16])([CH3:15])[C@H:13]3[CH2:17][C@:10]2([CH3:18])[CH2:11][CH2:12]3)=[O:7])=[CH:4][C:3]=1[S:21]([N:24]1[CH2:29][CH2:28][O:27][CH2:26][CH2:25]1)(=[O:23])=[O:22].[CH3:30][NH:31][CH3:32].C1C=CC(P(C2C=CC3C(=CC=CC=3)C=2C2C3C(=CC=CC=3)C=CC=2P(C2C=CC=CC=2)C2C=CC=CC=2)C2C=CC=CC=2)=CC=1.CC(C)([O-])C.[K+]. The catalyst is C1C=CC(/C=C/C(/C=C/C2C=CC=CC=2)=O)=CC=1.C1C=CC(/C=C/C(/C=C/C2C=CC=CC=2)=O)=CC=1.C1C=CC(/C=C/C(/C=C/C2C=CC=CC=2)=O)=CC=1.[Pd].[Pd].CN(C)C=O. The product is [CH3:30][N:31]([CH3:32])[C:2]1[CH:20]=[CH:19][C:5]([C:6]([NH:8][CH:9]2[C:14]([CH3:16])([CH3:15])[C@H:13]3[CH2:17][C@:10]2([CH3:18])[CH2:11][CH2:12]3)=[O:7])=[CH:4][C:3]=1[S:21]([N:24]1[CH2:29][CH2:28][O:27][CH2:26][CH2:25]1)(=[O:23])=[O:22]. The yield is 0.490.